Regression. Given two drug SMILES strings and cell line genomic features, predict the synergy score measuring deviation from expected non-interaction effect. From a dataset of NCI-60 drug combinations with 297,098 pairs across 59 cell lines. (1) Drug 1: C1=CC=C(C(=C1)C(C2=CC=C(C=C2)Cl)C(Cl)Cl)Cl. Drug 2: CCC1(C2=C(COC1=O)C(=O)N3CC4=CC5=C(C=CC(=C5CN(C)C)O)N=C4C3=C2)O.Cl. Cell line: UACC-257. Synergy scores: CSS=9.77, Synergy_ZIP=0.522, Synergy_Bliss=2.85, Synergy_Loewe=-14.1, Synergy_HSA=2.83. (2) Drug 1: CC1=C(C(CCC1)(C)C)C=CC(=CC=CC(=CC(=O)O)C)C. Drug 2: CC=C1C(=O)NC(C(=O)OC2CC(=O)NC(C(=O)NC(CSSCCC=C2)C(=O)N1)C(C)C)C(C)C. Cell line: MALME-3M. Synergy scores: CSS=61.7, Synergy_ZIP=-1.01, Synergy_Bliss=-0.988, Synergy_Loewe=-24.3, Synergy_HSA=2.99. (3) Drug 1: COC1=C(C=C2C(=C1)N=CN=C2NC3=CC(=C(C=C3)F)Cl)OCCCN4CCOCC4. Drug 2: C1CN1P(=S)(N2CC2)N3CC3. Cell line: NCIH23. Synergy scores: CSS=39.7, Synergy_ZIP=-2.02, Synergy_Bliss=3.20, Synergy_Loewe=4.85, Synergy_HSA=6.41. (4) Drug 1: COC1=C(C=C2C(=C1)N=CN=C2NC3=CC(=C(C=C3)F)Cl)OCCCN4CCOCC4. Drug 2: CC1=C(C=C(C=C1)C(=O)NC2=CC(=CC(=C2)C(F)(F)F)N3C=C(N=C3)C)NC4=NC=CC(=N4)C5=CN=CC=C5. Cell line: A498. Synergy scores: CSS=22.7, Synergy_ZIP=-5.88, Synergy_Bliss=-2.55, Synergy_Loewe=-7.91, Synergy_HSA=-6.17.